This data is from Peptide-MHC class I binding affinity with 185,985 pairs from IEDB/IMGT. The task is: Regression. Given a peptide amino acid sequence and an MHC pseudo amino acid sequence, predict their binding affinity value. This is MHC class I binding data. (1) The peptide sequence is DLKLVDVKL. The MHC is BoLA-T2b with pseudo-sequence BoLA-T2b. The binding affinity (normalized) is 0.0641. (2) The peptide sequence is TLKYPIEHGI. The MHC is HLA-A02:02 with pseudo-sequence HLA-A02:02. The binding affinity (normalized) is 0.510. (3) The peptide sequence is AADSFATSY. The MHC is HLA-A80:01 with pseudo-sequence HLA-A80:01. The binding affinity (normalized) is 0.0847. (4) The MHC is H-2-Db with pseudo-sequence H-2-Db. The peptide sequence is TVLQNLDVG. The binding affinity (normalized) is 0.169. (5) The peptide sequence is RAYRNALSM. The MHC is SLA-30401 with pseudo-sequence SLA-30401. The binding affinity (normalized) is 0.808. (6) The peptide sequence is SAQCFKMFYK. The MHC is HLA-A68:01 with pseudo-sequence HLA-A68:01. The binding affinity (normalized) is 0.684. (7) The peptide sequence is AEIESATLF. The MHC is HLA-A02:03 with pseudo-sequence HLA-A02:03. The binding affinity (normalized) is 0.0847.